Dataset: NCI-60 drug combinations with 297,098 pairs across 59 cell lines. Task: Regression. Given two drug SMILES strings and cell line genomic features, predict the synergy score measuring deviation from expected non-interaction effect. Drug 1: CN(C)N=NC1=C(NC=N1)C(=O)N. Drug 2: CC1CCC2CC(C(=CC=CC=CC(CC(C(=O)C(C(C(=CC(C(=O)CC(OC(=O)C3CCCCN3C(=O)C(=O)C1(O2)O)C(C)CC4CCC(C(C4)OC)O)C)C)O)OC)C)C)C)OC. Cell line: CAKI-1. Synergy scores: CSS=25.8, Synergy_ZIP=-10.3, Synergy_Bliss=-8.94, Synergy_Loewe=-11.4, Synergy_HSA=-3.91.